Dataset: Full USPTO retrosynthesis dataset with 1.9M reactions from patents (1976-2016). Task: Predict the reactants needed to synthesize the given product. (1) Given the product [Cl:14][C:15]1[CH:16]=[C:17]([F:27])[CH:18]=[CH:19][C:20]=1[CH:35]([CH:48]1[CH2:49][CH2:50]1)[C:36]1[C:44]2[C:39](=[C:40]([CH2:45][S:46][CH3:47])[CH:41]=[C:42]([F:1])[CH:43]=2)[NH:38][CH:37]=1, predict the reactants needed to synthesize it. The reactants are: [F:1]C1C=C2C(=C(CSC)C=1)NC=C2.[Cl:14][C:15]1[CH:20]=[C:19](F)[C:18](C(C2CC2)O)=[C:17]([F:27])[CH:16]=1.ClC1C=CC([CH:35]([CH:48]2[CH2:50][CH2:49]2)[C:36]2[C:44]3[C:39](=[C:40]([CH2:45][S:46][CH3:47])[CH:41]=[CH:42][CH:43]=3)[NH:38][CH:37]=2)=CC=1. (2) Given the product [OH:5][C:6]1[CH2:7][NH:8][C:9](=[O:34])[C:10]=1[C:11]1[NH:15][C:14]2[CH:23]=[C:24]([N:28]3[CH2:29][CH2:30][O:31][CH2:32][CH2:33]3)[CH:25]=[C:26]([CH3:27])[C:13]=2[N:12]=1, predict the reactants needed to synthesize it. The reactants are: [H-].[Na+].C([O:5][C:6](=O)[CH2:7][NH:8][C:9](=[O:34])[CH2:10][C:11]1[N:15](C(OC(C)(C)C)=O)[C:14]2[CH:23]=[C:24]([N:28]3[CH2:33][CH2:32][O:31][CH2:30][CH2:29]3)[CH:25]=[C:26]([CH3:27])[C:13]=2[N:12]=1)C.C(OCC)(=O)C.Cl. (3) Given the product [Br:1][C:2]1[CH:3]=[C:4]([NH:10][C:11]2[CH:16]=[CH:15][C:14]([N:17]3[CH2:22][CH2:21][N:20]([CH3:27])[CH2:19][C@H:18]3[CH3:23])=[CH:13][N:12]=2)[C:5](=[O:9])[N:6]([CH3:8])[CH:7]=1, predict the reactants needed to synthesize it. The reactants are: [Br:1][C:2]1[CH:3]=[C:4]([NH:10][C:11]2[CH:16]=[CH:15][C:14]([N:17]3[CH2:22][CH2:21][NH:20][CH2:19][C@H:18]3[CH3:23])=[CH:13][N:12]=2)[C:5](=[O:9])[N:6]([CH3:8])[CH:7]=1.C=O.[BH3-][C:27]#N.[Na+].O. (4) The reactants are: Cl[C:2]1[C:11]2[C:6](=[CH:7][C:8]([O:14][CH3:15])=[C:9]([O:12][CH3:13])[CH:10]=2)[N:5]=[CH:4][CH:3]=1.[CH:16]1[CH:21]=[C:20]2[CH:22]=[CH:23][CH:24]=[C:25]([NH:26][C:27]([C:29]3[C:38]([OH:39])=[CH:37][C:36]4[C:31](=[CH:32][CH:33]=[CH:34][CH:35]=4)[CH:30]=3)=[O:28])[C:19]2=[CH:18][CH:17]=1.O. Given the product [C:25]1([NH:26][C:27]([C:29]2[C:38]([O:39][C:2]3[C:11]4[C:6](=[CH:7][C:8]([O:14][CH3:15])=[C:9]([O:12][CH3:13])[CH:10]=4)[N:5]=[CH:4][CH:3]=3)=[CH:37][C:36]3[C:31](=[CH:32][CH:33]=[CH:34][CH:35]=3)[CH:30]=2)=[O:28])[C:19]2[C:20](=[CH:21][CH:16]=[CH:17][CH:18]=2)[CH:22]=[CH:23][CH:24]=1, predict the reactants needed to synthesize it.